Task: Predict the reaction yield, written as a fraction of the theoretical maximum amount of product (1.0 means a 100% yield; for example, 0.34 means a 34% yield).. Dataset: Reaction yield outcomes from USPTO patents with 853,638 reactions The reactants are [CH3:1][C:2]1[C:6]([CH3:13])([CH:7]2[CH2:11][CH2:10][CH2:9][CH:8]2[CH3:12])[C:5](=[O:14])[NH:4][N:3]=1.Br[CH2:16][C:17]([C:19]1[CH:24]=[CH:23][CH:22]=[CH:21][CH:20]=1)=[O:18]. No catalyst specified. The product is [CH3:1][C:2]1[C:6]([CH3:13])([CH:7]2[CH2:11][CH2:10][CH2:9][CH:8]2[CH3:12])[C:5](=[O:14])[N:4]([CH2:16][C:17](=[O:18])[C:19]2[CH:24]=[CH:23][CH:22]=[CH:21][CH:20]=2)[N:3]=1. The yield is 0.0600.